From a dataset of TCR-epitope binding with 47,182 pairs between 192 epitopes and 23,139 TCRs. Binary Classification. Given a T-cell receptor sequence (or CDR3 region) and an epitope sequence, predict whether binding occurs between them. (1) The epitope is TPRVTGGGAM. The TCR CDR3 sequence is CSVEGYSATYNEQFF. Result: 1 (the TCR binds to the epitope). (2) The epitope is SSTFNVPMEKLK. The TCR CDR3 sequence is CASSEPPGGDYNEQFF. Result: 0 (the TCR does not bind to the epitope).